From a dataset of Reaction yield outcomes from USPTO patents with 853,638 reactions. Predict the reaction yield, written as a fraction of the theoretical maximum amount of product (1.0 means a 100% yield; for example, 0.34 means a 34% yield). (1) The reactants are [CH3:1][C:2]([C:4]1[CH:9]=[CH:8][C:7]([C:10]([F:13])([F:12])[F:11])=[CH:6][CH:5]=1)=[O:3].Br.[OH2:15]. The catalyst is CS(C)=O. The product is [F:13][C:10]([F:11])([F:12])[C:7]1[CH:8]=[CH:9][C:4]([C:2](=[O:3])[CH:1]=[O:15])=[CH:5][CH:6]=1. The yield is 0.590. (2) The reactants are [F:1][C:2]([F:22])([F:21])[C:3]1[CH:4]=[C:5]([C:9]2[CH:10]=[CH:11][C:12]3[N:18]4[CH2:19][C@H:15]([CH2:16][CH2:17]4)[NH:14][C:13]=3[N:20]=2)[CH:6]=[CH:7][CH:8]=1.CCN(CC)CC.ClC(Cl)(O[C:34](=[O:40])OC(Cl)(Cl)Cl)Cl.[N:42]1[CH:47]=[CH:46][CH:45]=[CH:44][C:43]=1[NH2:48]. The catalyst is C1COCC1. The product is [N:42]1[CH:47]=[CH:46][CH:45]=[CH:44][C:43]=1[NH:48][C:34]([N:14]1[C@@H:15]2[CH2:19][N:18]([CH2:17][CH2:16]2)[C:12]2[CH:11]=[CH:10][C:9]([C:5]3[CH:6]=[CH:7][CH:8]=[C:3]([C:2]([F:21])([F:1])[F:22])[CH:4]=3)=[N:20][C:13]1=2)=[O:40]. The yield is 0.620. (3) The reactants are [NH2:1][C:2]1[CH:7]=[C:6]([Cl:8])[C:5]([Cl:9])=[CH:4][C:3]=1[NH:10][C:11]([NH:13][C:14]1[CH:19]=[C:18]([C:20]([F:23])([F:22])[F:21])[CH:17]=[CH:16][C:15]=1[Cl:24])=[O:12].[C:25](OC(=O)C)(=[O:27])[CH3:26].O. The catalyst is C(O)(=O)C. The product is [Cl:9][C:5]1[C:6]([Cl:8])=[CH:7][C:2]([NH:1][C:25](=[O:27])[CH3:26])=[C:3]([NH:10][C:11]([NH:13][C:14]2[CH:19]=[C:18]([C:20]([F:22])([F:23])[F:21])[CH:17]=[CH:16][C:15]=2[Cl:24])=[O:12])[CH:4]=1. The yield is 0.640. (4) The reactants are [C:1]([O:5][C:6](=[O:15])[NH:7][C:8]1[CH:9]=[N:10][CH:11]=[C:12](Br)[CH:13]=1)([CH3:4])([CH3:3])[CH3:2].[Na+].[I-:17].CN(C)CCN. The catalyst is O1CCOCC1.[Cu]I. The product is [C:1]([O:5][C:6](=[O:15])[NH:7][C:8]1[CH:9]=[N:10][CH:11]=[C:12]([I:17])[CH:13]=1)([CH3:4])([CH3:3])[CH3:2]. The yield is 0.870. (5) The reactants are [Br:1][CH2:2][C:3]([O:5][C:6]([CH3:9])([CH3:8])[CH3:7])=[O:4].[S:10]1[CH2:14][CH2:13][CH2:12][CH2:11]1. The catalyst is CC(C)=O. The product is [Br-:1].[C:6]([O:5][C:3](=[O:4])[CH2:2][S+:10]1[CH2:14][CH2:13][CH2:12][CH2:11]1)([CH3:9])([CH3:8])[CH3:7]. The yield is 0.925.